Dataset: Full USPTO retrosynthesis dataset with 1.9M reactions from patents (1976-2016). Task: Predict the reactants needed to synthesize the given product. (1) Given the product [CH3:13][O:14][C:15]1[CH:21]=[CH:20][C:18]([NH:19][S:9]([C:6]2[CH:7]=[CH:8][C:3]([O:2][CH3:1])=[CH:4][CH:5]=2)(=[O:11])=[O:10])=[CH:17][CH:16]=1, predict the reactants needed to synthesize it. The reactants are: [CH3:1][O:2][C:3]1[CH:8]=[CH:7][C:6]([S:9](Cl)(=[O:11])=[O:10])=[CH:5][CH:4]=1.[CH3:13][O:14][C:15]1[CH:21]=[CH:20][C:18]([NH2:19])=[CH:17][CH:16]=1.C(N(CC)CC)C. (2) Given the product [O:41]=[C:40]1[N:38]([O:33][CH2:26][CH:25]=[CH2:24])[CH:5]2[CH2:4][N:3]1[N:2]([C:20](=[S:21])[NH:19][C:13]1[CH:18]=[CH:17][CH:16]=[CH:15][CH:14]=1)[C:11]1[CH:10]=[CH:9][CH:8]=[CH:7][C:6]=12, predict the reactants needed to synthesize it. The reactants are: Cl.[N:2]1[C:11]2[C:6](=[CH:7][CH:8]=[CH:9][CH:10]=2)[C:5](O)=[CH:4][N:3]=1.[C:13]1([N:19]=[C:20]=[S:21])[CH:18]=[CH:17][CH:16]=[CH:15][CH:14]=1.[H-].[Na+].[CH3:24][CH2:25][CH2:26][CH2:24][CH2:25][CH2:26]C.CC[O:33]C(C)=[O:33].C[N:38]([CH:40]=[O:41])C.